From a dataset of Aqueous solubility values for 9,982 compounds from the AqSolDB database. Regression/Classification. Given a drug SMILES string, predict its absorption, distribution, metabolism, or excretion properties. Task type varies by dataset: regression for continuous measurements (e.g., permeability, clearance, half-life) or binary classification for categorical outcomes (e.g., BBB penetration, CYP inhibition). For this dataset (solubility_aqsoldb), we predict Y. (1) The molecule is CCNc1nc(NCC)nc(OC)n1. The Y is -1.79 log mol/L. (2) The compound is CC(C)(C(=O)O)C(C)(CC(=O)O)C(=O)O. The Y is -0.290 log mol/L. (3) The molecule is C=CS(=O)(=O)Nc1ccccc1. The Y is -1.50 log mol/L. (4) The compound is O=C(O)COc1ccccc1Cl. The Y is -2.16 log mol/L. (5) The drug is O=C(O)CCCCCCC(=O)O. The Y is -1.17 log mol/L.